This data is from NCI-60 drug combinations with 297,098 pairs across 59 cell lines. The task is: Regression. Given two drug SMILES strings and cell line genomic features, predict the synergy score measuring deviation from expected non-interaction effect. (1) Drug 2: C1CCC(C(C1)N)N.C(=O)(C(=O)[O-])[O-].[Pt+4]. Cell line: OVCAR3. Synergy scores: CSS=11.4, Synergy_ZIP=-7.33, Synergy_Bliss=2.97, Synergy_Loewe=0.246, Synergy_HSA=-0.520. Drug 1: CCC1(CC2CC(C3=C(CCN(C2)C1)C4=CC=CC=C4N3)(C5=C(C=C6C(=C5)C78CCN9C7C(C=CC9)(C(C(C8N6C)(C(=O)OC)O)OC(=O)C)CC)OC)C(=O)OC)O.OS(=O)(=O)O. (2) Drug 1: CCCCC(=O)OCC(=O)C1(CC(C2=C(C1)C(=C3C(=C2O)C(=O)C4=C(C3=O)C=CC=C4OC)O)OC5CC(C(C(O5)C)O)NC(=O)C(F)(F)F)O. Drug 2: CC=C1C(=O)NC(C(=O)OC2CC(=O)NC(C(=O)NC(CSSCCC=C2)C(=O)N1)C(C)C)C(C)C. Cell line: HCT-15. Synergy scores: CSS=6.10, Synergy_ZIP=3.00, Synergy_Bliss=5.82, Synergy_Loewe=5.23, Synergy_HSA=4.33.